Dataset: Catalyst prediction with 721,799 reactions and 888 catalyst types from USPTO. Task: Predict which catalyst facilitates the given reaction. (1) Reactant: [Cl-:1].[CH2:2]([O:9][CH2:10][CH:11]1[CH2:16][CH2:15][CH:14]([C@H:17]2[CH2:21][CH2:20][CH2:19][N:18]2[C:22]2[C:31]([CH2:32]O)=[CH:30][C:29]3[C:24](=[CH:25][C:26]([F:35])=[C:27]([F:34])[CH:28]=3)[N:23]=2)[CH2:13][CH2:12]1)[C:3]1[CH:8]=[CH:7][CH:6]=[CH:5][CH:4]=1.C(N(CC)C(C)C)(C)C.O. Product: [CH2:2]([O:9][CH2:10][CH:11]1[CH2:16][CH2:15][CH:14]([C@H:17]2[CH2:21][CH2:20][CH2:19][N:18]2[C:22]2[C:31]([CH2:32][Cl:1])=[CH:30][C:29]3[C:24](=[CH:25][C:26]([F:35])=[C:27]([F:34])[CH:28]=3)[N:23]=2)[CH2:13][CH2:12]1)[C:3]1[CH:8]=[CH:7][CH:6]=[CH:5][CH:4]=1. The catalyst class is: 133. (2) Reactant: [Li]C(CC)C.CCCCCC.C1CCCCC1.[CH3:18][O:19][C:20]1[CH:29]=[CH:28][C:27]2[C:22](=[CH:23][CH:24]=[CH:25][CH:26]=2)[CH:21]=1.[Si:30](Cl)([C:43]1[CH:48]=[CH:47][CH:46]=[CH:45][CH:44]=1)([C:37]1[CH:42]=[CH:41][CH:40]=[CH:39][CH:38]=1)[C:31]1[CH:36]=[CH:35][CH:34]=[CH:33][CH:32]=1.CN(C)P(N(C)C)(N(C)C)=O. Product: [CH3:18][O:19][C:20]1[C:29]([Si:30]([C:37]2[CH:38]=[CH:39][CH:40]=[CH:41][CH:42]=2)([C:43]2[CH:48]=[CH:47][CH:46]=[CH:45][CH:44]=2)[C:31]2[CH:32]=[CH:33][CH:34]=[CH:35][CH:36]=2)=[CH:28][C:27]2[C:22]([CH:21]=1)=[CH:23][CH:24]=[CH:25][CH:26]=2. The catalyst class is: 30. (3) Reactant: [Cl:1][C:2]1[CH:10]=[C:9]([NH:11][CH:12]([CH3:14])[CH3:13])[C:5]([C:6]([OH:8])=O)=[CH:4][N:3]=1.[NH2:15][CH:16]([CH2:21][OH:22])[C:17]([O:19][CH3:20])=[O:18].CCN(C(C)C)C(C)C.CN(C(ON1N=NC2C=CC=NC1=2)=[N+](C)C)C.F[P-](F)(F)(F)(F)F. Product: [Cl:1][C:2]1[CH:10]=[C:9]([NH:11][CH:12]([CH3:14])[CH3:13])[C:5]([C:6]([NH:15][CH:16]([CH2:21][OH:22])[C:17]([O:19][CH3:20])=[O:18])=[O:8])=[CH:4][N:3]=1. The catalyst class is: 3. (4) Reactant: [CH3:1][O:2][C:3]1[CH:4]=[C:5]([N:33]2[CH2:38][CH2:37][N:36]([C:39]([O:41][C:42]([CH3:45])([CH3:44])[CH3:43])=[O:40])[CH2:35][CH2:34]2)[CH:6]=[CH:7][C:8]=1[NH:9][C:10]1[N:15]=[C:14]([CH2:16][CH2:17][C:18]2[CH:23]=[CH:22][CH:21]=[CH:20][C:19]=2[CH2:24][C:25]([O:27]C)=[O:26])[C:13]([C:29]([F:32])([F:31])[F:30])=[CH:12][N:11]=1.[OH-].[Li+:47]. Product: [C:42]([O:41][C:39]([N:36]1[CH2:37][CH2:38][N:33]([C:5]2[CH:6]=[CH:7][C:8]([NH:9][C:10]3[N:15]=[C:14]([CH2:16][CH2:17][C:18]4[CH:23]=[CH:22][CH:21]=[CH:20][C:19]=4[CH2:24][C:25]([O-:27])=[O:26])[C:13]([C:29]([F:31])([F:32])[F:30])=[CH:12][N:11]=3)=[C:3]([O:2][CH3:1])[CH:4]=2)[CH2:34][CH2:35]1)=[O:40])([CH3:45])([CH3:44])[CH3:43].[Li+:47]. The catalyst class is: 193. (5) Reactant: C(O[BH-](OC(=O)C)OC(=O)C)(=O)C.[Na+].[CH3:15][C:16]([NH:28][C:29]1[C:30](=[O:51])[N:31]([C:40]2[CH:45]=[CH:44][C:43]([O:46][C:47]([F:50])([F:49])[F:48])=[CH:42][CH:41]=2)[C@@H:32]([C:34]2[CH:39]=[CH:38][CH:37]=[CH:36][CH:35]=2)[CH:33]=1)([C:18]1[CH:23]=[CH:22][CH:21]=[C:20]([C:24]([F:27])([F:26])[F:25])[N:19]=1)[CH3:17].FC(F)(F)C(O)=O.O. Product: [CH3:17][C:16]([NH:28][C@@H:29]1[CH2:33][C@H:32]([C:34]2[CH:39]=[CH:38][CH:37]=[CH:36][CH:35]=2)[N:31]([C:40]2[CH:41]=[CH:42][C:43]([O:46][C:47]([F:48])([F:50])[F:49])=[CH:44][CH:45]=2)[C:30]1=[O:51])([C:18]1[CH:23]=[CH:22][CH:21]=[C:20]([C:24]([F:27])([F:26])[F:25])[N:19]=1)[CH3:15]. The catalyst class is: 11. (6) Reactant: CC(OI1(OC(C)=O)(OC(C)=O)OC(=O)C2C=CC=CC1=2)=O.[C:23]([O:27][C:28](=[O:43])[NH:29][CH2:30][CH2:31][CH:32]([OH:42])[CH2:33][O:34][Si:35]([C:38]([CH3:41])([CH3:40])[CH3:39])([CH3:37])[CH3:36])([CH3:26])([CH3:25])[CH3:24]. Product: [C:23]([O:27][C:28](=[O:43])[NH:29][CH2:30][CH2:31][C:32](=[O:42])[CH2:33][O:34][Si:35]([C:38]([CH3:41])([CH3:40])[CH3:39])([CH3:36])[CH3:37])([CH3:26])([CH3:24])[CH3:25]. The catalyst class is: 4. (7) Reactant: [I:1][C:2]1[CH:10]=[CH:9][C:5]([C:6](O)=[O:7])=[CH:4][CH:3]=1.[CH3:11][N:12](C(ON1N=NC2C=CC=NC1=2)=[N+](C)C)[CH3:13].F[P-](F)(F)(F)(F)F.CCN(C(C)C)C(C)C.Cl.CNC. Product: [I:1][C:2]1[CH:10]=[CH:9][C:5]([C:6]([N:12]([CH3:13])[CH3:11])=[O:7])=[CH:4][CH:3]=1. The catalyst class is: 18. (8) Reactant: [Cl:1][C:2]1[CH:3]=[CH:4][C:5]([CH3:13])=[C:6]([CH:12]=1)[C:7]([O:9][CH2:10][CH3:11])=[O:8].[Br:14]N1C(=O)CCC1=O.C(OOC(=O)C1C=CC=CC=1)(=O)C1C=CC=CC=1. Product: [Br:14][CH2:13][C:5]1[CH:4]=[CH:3][C:2]([Cl:1])=[CH:12][C:6]=1[C:7]([O:9][CH2:10][CH3:11])=[O:8]. The catalyst class is: 26.